Dataset: Catalyst prediction with 721,799 reactions and 888 catalyst types from USPTO. Task: Predict which catalyst facilitates the given reaction. (1) Reactant: I([O-])(=O)(=O)=O.[Na+].[OH2:7].[CH3:8][O:9][C:10]1[CH:11]=[C:12]2[C:16](=[CH:17][CH:18]=1)[C:15](=[CH:19][C:20]1[CH:25]=[CH:24][C:23]([S:26][CH3:27])=[CH:22][CH:21]=1)[C:14]([CH3:28])=[C:13]2[CH2:29][C:30]([OH:32])=[O:31].CO. Product: [CH3:8][O:9][C:10]1[CH:11]=[C:12]2[C:16](=[CH:17][CH:18]=1)[C:15](=[CH:19][C:20]1[CH:25]=[CH:24][C:23]([S:26]([CH3:27])=[O:7])=[CH:22][CH:21]=1)[C:14]([CH3:28])=[C:13]2[CH2:29][C:30]([OH:32])=[O:31]. The catalyst class is: 21. (2) Reactant: [CH:1]([O:4][C:5]1[C:10]([CH3:11])=[CH:9][CH:8]=[CH:7][C:6]=1[CH2:12]O)([CH3:3])[CH3:2].C1C=CC(P([N:28]=[N+:29]=[N-:30])(C2C=CC=CC=2)=O)=CC=1.C1CCN2C(=NCCC2)CC1. Product: [N:28]([CH2:12][C:6]1[CH:7]=[CH:8][CH:9]=[C:10]([CH3:11])[C:5]=1[O:4][CH:1]([CH3:3])[CH3:2])=[N+:29]=[N-:30]. The catalyst class is: 1. (3) Reactant: CN(C=O)C.Br[C:7]1[N:12]=[CH:11][C:10](/[CH:13]=[CH:14]/[CH:15]=[CH:16]/[C:17]2[S:18][C:19]3[CH:25]=[C:24]([O:26][CH3:27])[C:23]([O:28][CH3:29])=[CH:22][C:20]=3[N:21]=2)=[CH:9][CH:8]=1.[NH2:30][CH2:31][CH2:32][CH2:33][OH:34].C(N(CC)CC)C. Product: [CH3:29][O:28][C:23]1[C:24]([O:26][CH3:27])=[CH:25][C:19]2[S:18][C:17](/[CH:16]=[CH:15]/[CH:14]=[CH:13]/[C:10]3[CH:9]=[CH:8][C:7]([NH:30][CH2:31][CH2:32][CH2:33][OH:34])=[N:12][CH:11]=3)=[N:21][C:20]=2[CH:22]=1. The catalyst class is: 6. (4) Reactant: CC([N:5]([C@H:9]([CH3:29])[C:10]([NH:12][C:13]1[CH:14]=[N:15][C:16]([O:19][C:20]2[CH:25]=[CH:24][CH:23]=[C:22]([CH:26]([CH3:28])[CH3:27])[CH:21]=2)=[CH:17][CH:18]=1)=[O:11])C(=O)[O-])(C)C.C(O)(C(F)(F)F)=O. Product: [CH3:28][CH:26]([C:22]1[CH:21]=[C:20]([O:19][C:16]2[N:15]=[CH:14][C:13]([NH:12][C:10](=[O:11])[C@@H:9]([CH3:29])[NH2:5])=[CH:18][CH:17]=2)[CH:25]=[CH:24][CH:23]=1)[CH3:27]. The catalyst class is: 4. (5) Reactant: [CH2:1](OC(=O)C1C=C(C)C(Cl)=NC=1)[CH3:2].[Cl:14][C:15]1[CH:16]=[C:17]([CH:21]=[C:22]([CH3:24])[N:23]=1)[C:18]([OH:20])=[O:19]. Product: [CH2:1]([O:19][C:18](=[O:20])[C:17]1[CH:21]=[C:22]([CH3:24])[N:23]=[C:15]([Cl:14])[CH:16]=1)[CH3:2]. The catalyst class is: 8. (6) Reactant: C[O:2][CH2:3][C@H:4]([CH3:35])[O:5][C:6]1[CH:7]=[C:8]([CH:21]=[C:22]([C:24]2[NH:25][C:26]([C:29]3[O:30][C@@H:31]([CH3:34])[CH2:32][N:33]=3)=[CH:27][CH:28]=2)[CH:23]=1)[O:9][C:10]1[CH:11]=[CH:12][C:13]([S:16]([NH:19][CH3:20])(=[O:18])=[O:17])=[N:14][CH:15]=1.B(Br)(Br)Br.[Na]. Product: [OH:2][CH2:3][C@H:4]([CH3:35])[O:5][C:6]1[CH:7]=[C:8]([CH:21]=[C:22]([C:24]2[NH:25][C:26]([C:29]3[O:30][C@@H:31]([CH3:34])[CH2:32][N:33]=3)=[CH:27][CH:28]=2)[CH:23]=1)[O:9][C:10]1[CH:11]=[CH:12][C:13]([S:16]([NH:19][CH3:20])(=[O:18])=[O:17])=[N:14][CH:15]=1. The catalyst class is: 2. (7) Reactant: C[O:2][C:3]([CH:5]1[CH2:8][N:7]([C:9](=[O:42])[CH2:10][O:11][C:12]2[C:21]([N:22]3[CH2:28][CH2:27][CH2:26][N:25]([CH2:29][C:30]4[CH:34]=[CH:33][N:32]([C:35]5[CH:40]=[CH:39][CH:38]=[CH:37][CH:36]=5)[N:31]=4)[CH2:24][CH2:23]3)=[C:20]3[C:15]([CH:16]=[CH:17][CH:18]=[N:19]3)=[CH:14][C:13]=2[CH3:41])[CH2:6]1)=[O:4].[OH-].[Na+].Cl. Product: [CH3:41][C:13]1[CH:14]=[C:15]2[C:20](=[C:21]([N:22]3[CH2:28][CH2:27][CH2:26][N:25]([CH2:29][C:30]4[CH:34]=[CH:33][N:32]([C:35]5[CH:36]=[CH:37][CH:38]=[CH:39][CH:40]=5)[N:31]=4)[CH2:24][CH2:23]3)[C:12]=1[O:11][CH2:10][C:9]([N:7]1[CH2:6][CH:5]([C:3]([OH:4])=[O:2])[CH2:8]1)=[O:42])[N:19]=[CH:18][CH:17]=[CH:16]2. The catalyst class is: 1. (8) Reactant: [C:1]1([C:7]2[C:8]([C:26]3[CH:31]=[CH:30][C:29]([C:32]4([NH:36]C(=O)OC(C)(C)C)[CH2:35][CH2:34][CH2:33]4)=[CH:28][CH:27]=3)=[N:9][C:10]3[CH:11]=[CH:12][N:13]4[C:19]([C:20]5[N:25]=[CH:24][CH:23]=[CH:22][N:21]=5)=[N:18][N:17]=[C:14]4[C:15]=3[CH:16]=2)[CH:6]=[CH:5][CH:4]=[CH:3][CH:2]=1.[ClH:44].CCOC(C)=O. Product: [ClH:44].[C:1]1([C:7]2[C:8]([C:26]3[CH:27]=[CH:28][C:29]([C:32]4([NH2:36])[CH2:35][CH2:34][CH2:33]4)=[CH:30][CH:31]=3)=[N:9][C:10]3[CH:11]=[CH:12][N:13]4[C:19]([C:20]5[N:21]=[CH:22][CH:23]=[CH:24][N:25]=5)=[N:18][N:17]=[C:14]4[C:15]=3[CH:16]=2)[CH:2]=[CH:3][CH:4]=[CH:5][CH:6]=1. The catalyst class is: 100. (9) Reactant: [NH2:1][C:2]1[CH:14]=[CH:13][C:5]2[S:6][C:7]3[CH:12]=[CH:11][CH:10]=[CH:9][C:8]=3[C:4]=2[CH:3]=1.[N:15]1([CH2:20][C:21](O)=[O:22])[CH:19]=[N:18][CH:17]=[N:16]1.O.ON1C2C=CC=CC=2N=N1.CCN=C=NCCCN(C)C. Product: [N:15]1([CH2:20][C:21]([NH:1][C:2]2[CH:14]=[CH:13][C:5]3[S:6][C:7]4[CH:12]=[CH:11][CH:10]=[CH:9][C:8]=4[C:4]=3[CH:3]=2)=[O:22])[CH:19]=[N:18][CH:17]=[N:16]1. The catalyst class is: 136. (10) Reactant: C(OC([N:8]1[C:16]2[C:11](=[C:12]([C:17](=N)[N:18]3[C:22]4[CH:23]=[CH:24][C:25]([F:27])=[CH:26][C:21]=4[N:20]([C@@H:28]4[CH2:33][CH2:32][N:31]([C:34]5C=C(Cl)[CH:37]=[CH:36][C:35]=5[NH2:41])[CH2:30][C@H:29]4[O:42]C(=O)C)[CH:19]3C(OC(C)(C)C)=O)[CH:13]=[CH:14][CH:15]=2)[CH:10]=[CH:9]1)=O)(C)(C)C.CC[N:56](CC)CC.[C:61]([Cl:64])([CH3:63])=O.[C:65](O)([C:67](F)(F)F)=[O:66].[OH-].[Na+]. Product: [Cl:64][C:61]1[CH:37]=[CH:36][C:35]([NH:41][C:65](=[O:66])[CH3:67])=[C:34]([N:31]2[CH2:32][CH2:33][C@@H:28]([N:20]3[C:21]4[CH:26]=[C:25]([F:27])[CH:24]=[CH:23][C:22]=4[N:18]([CH2:17][C:12]4[CH:13]=[CH:14][CH:15]=[C:16]5[C:11]=4[CH:10]=[CH:9][NH:8]5)[C:19]3=[NH:56])[C@H:29]([OH:42])[CH2:30]2)[CH:63]=1. The catalyst class is: 370.